Dataset: Full USPTO retrosynthesis dataset with 1.9M reactions from patents (1976-2016). Task: Predict the reactants needed to synthesize the given product. (1) The reactants are: [CH3:1][O:2][C:3]1[CH:12]=[CH:11][CH:10]=[C:9]2[C:4]=1[CH2:5][CH:6]([NH2:13])[CH2:7][O:8]2.[CH3:14][C:15]([CH3:17])=O.C(O)(=O)C.C([BH3-])#N.[Na+]. Given the product [CH:15]([NH:13][CH:6]1[CH2:5][C:4]2[C:9](=[CH:10][CH:11]=[CH:12][C:3]=2[O:2][CH3:1])[O:8][CH2:7]1)([CH3:17])[CH3:14], predict the reactants needed to synthesize it. (2) The reactants are: [Br:1][C:2]1[CH:3]=[CH:4][C:5](I)=[N:6][CH:7]=1.[C:9]([O:17][CH2:18][CH3:19])(=[O:16])[CH2:10][C:11]([O:13][CH2:14][CH3:15])=[O:12].C([O-])([O-])=O.[Cs+].[Cs+].N1C=CC=CC=1C(O)=O. Given the product [Br:1][C:2]1[CH:3]=[CH:4][C:5]([CH:10]([C:11]([O:13][CH2:14][CH3:15])=[O:12])[C:9]([O:17][CH2:18][CH3:19])=[O:16])=[N:6][CH:7]=1, predict the reactants needed to synthesize it. (3) Given the product [CH2:1]([O:4][C:5]1[CH:6]=[C:7]([CH:27]=[CH:28][C:29]=1[F:30])[O:8][C:9]1[CH:26]=[CH:25][C:12]([CH2:13][N:14]([CH2:34][C:33]2[CH:36]=[CH:37][C:38]([F:40])=[CH:39][C:32]=2[F:31])[C:15]2[CH:20]=[CH:19][CH:18]=[C:17]([N+:21]([O-:23])=[O:22])[C:16]=2[CH3:24])=[CH:11][CH:10]=1)[CH:2]=[CH2:3], predict the reactants needed to synthesize it. The reactants are: [CH2:1]([O:4][C:5]1[CH:6]=[C:7]([CH:27]=[CH:28][C:29]=1[F:30])[O:8][C:9]1[CH:26]=[CH:25][C:12]([CH2:13][NH:14][C:15]2[CH:20]=[CH:19][CH:18]=[C:17]([N+:21]([O-:23])=[O:22])[C:16]=2[CH3:24])=[CH:11][CH:10]=1)[CH:2]=[CH2:3].[F:31][C:32]1[CH:39]=[C:38]([F:40])[CH:37]=[CH:36][C:33]=1[CH2:34]Br. (4) Given the product [CH3:1][O:2][C:3]1[CH:4]=[C:5]2[C:10](=[CH:11][CH:12]=1)[CH:9]=[C:8]([C:13]1[O:14][C:15]3[CH:21]=[CH:20][CH:19]=[CH:18][C:16]=3[C:17]=1[C:22](=[O:27])[CH2:23][CH:24]([CH3:26])[CH3:25])[CH:7]=[CH:6]2, predict the reactants needed to synthesize it. The reactants are: [CH3:1][O:2][C:3]1[CH:4]=[C:5]2[C:10](=[CH:11][CH:12]=1)[CH:9]=[C:8]([C:13]1[O:14][C:15]3[CH:21]=[CH:20][CH:19]=[CH:18][C:16]=3[CH:17]=1)[CH:7]=[CH:6]2.[C:22](Cl)(=[O:27])[CH2:23][CH:24]([CH3:26])[CH3:25].[Sn](Cl)(Cl)(Cl)Cl. (5) Given the product [O:17]=[C:18]1[CH2:29][CH2:28][CH:27]=[CH:26][CH2:25][C@@H:24]([CH2:30][C:31]([NH:7][C:5]2[NH:6][C:2]([CH3:1])=[CH:3][N:4]=2)=[O:32])[C:23](=[O:34])[O:22][CH2:21][C@@H:20]([C:35]2[CH:36]=[CH:37][CH:38]=[CH:39][CH:40]=2)[NH:19]1, predict the reactants needed to synthesize it. The reactants are: [CH3:1][C:2]1[NH:6][C:5]([NH2:7])=[N:4][CH:3]=1.C(N(C(C)C)CC)(C)C.[O:17]=[C:18]1[CH2:29][CH2:28][CH:27]=[CH:26][CH2:25][C@@H:24]([CH2:30][C:31](O)=[O:32])[C:23](=[O:34])[O:22][CH2:21][C@@H:20]([C:35]2[CH:40]=[CH:39][CH:38]=[CH:37][CH:36]=2)[NH:19]1.ON1C2N=CC=CC=2N=N1.C(N=C=NCCCN(C)C)C. (6) The reactants are: [CH:1]([C:3]1[C:8](=[O:9])[N:7]2[CH:10]=[CH:11][C:12]([CH2:14][CH2:15][C:16]3[S:17][CH:18]=[C:19]([CH:21]([CH3:23])[CH3:22])[N:20]=3)=[CH:13][C:6]2=[N:5][C:4]=1[N:24]1[CH2:29][CH2:28][CH2:27][CH:26]([C:30]([O-])=[O:31])[CH2:25]1)=O.FC(F)(F)COP([CH2:45][C:46]([O:48][CH3:49])=[O:47])(=O)OCC(F)(F)F.C1CCN2C(=NCCC2)CC1.[Cl-].[Li+]. Given the product [CH:30]([CH:26]1[CH2:27][CH2:28][CH2:29][N:24]([C:4]2[N:5]=[C:6]3[CH:13]=[C:12]([CH2:14][CH2:15][C:16]4[S:17][CH:18]=[C:19]([CH:21]([CH3:22])[CH3:23])[N:20]=4)[CH:11]=[CH:10][N:7]3[C:8](=[O:9])[C:3]=2/[CH:1]=[CH:45]/[C:46]([O:48][CH3:49])=[O:47])[CH2:25]1)=[O:31], predict the reactants needed to synthesize it. (7) Given the product [CH2:26]([O:28][C:29]([CH:30]1[O:16][C:13]2[CH:14]=[CH:15][C:10]([CH2:9][CH:8]([NH:7][C:6]([O:5][C:1]([CH3:4])([CH3:2])[CH3:3])=[O:19])[CH3:18])=[CH:11][C:12]=2[O:17]1)=[O:33])[CH3:27], predict the reactants needed to synthesize it. The reactants are: [C:1]([O:5][C:6](=[O:19])[NH:7][CH:8]([CH3:18])[CH2:9][C:10]1[CH:15]=[CH:14][C:13]([OH:16])=[C:12]([OH:17])[CH:11]=1)([CH3:4])([CH3:3])[CH3:2].C([O-])([O-])=O.[K+].[K+].[CH2:26]([O:28][C:29](=[O:33])[CH:30](Br)Br)[CH3:27]. (8) Given the product [CH2:29]([O:31][C:32]([C:34]1([C:37]2[CH:38]=[CH:39][C:40]([C:24]3[CH:23]=[CH:22][C:21]([C:20]4[O:19][N:18]=[C:17]([CH3:28])[C:16]=4[CH:14]([C:10]4[CH:11]=[CH:12][CH:13]=[C:8]([CH2:1][C:2]5[CH:7]=[CH:6][CH:5]=[CH:4][CH:3]=5)[CH:9]=4)[OH:15])=[CH:26][CH:25]=3)=[CH:41][CH:42]=2)[CH2:35][CH2:36]1)=[O:33])[CH3:30], predict the reactants needed to synthesize it. The reactants are: [CH2:1]([C:8]1[CH:9]=[C:10]([CH:14]([C:16]2[C:17]([CH3:28])=[N:18][O:19][C:20]=2[C:21]2[CH:26]=[CH:25][C:24](Br)=[CH:23][CH:22]=2)[OH:15])[CH:11]=[CH:12][CH:13]=1)[C:2]1[CH:7]=[CH:6][CH:5]=[CH:4][CH:3]=1.[CH2:29]([O:31][C:32]([C:34]1([C:37]2[CH:42]=[CH:41][C:40](B3OC(C)(C)C(C)(C)O3)=[CH:39][CH:38]=2)[CH2:36][CH2:35]1)=[O:33])[CH3:30].